From a dataset of Reaction yield outcomes from USPTO patents with 853,638 reactions. Predict the reaction yield, written as a fraction of the theoretical maximum amount of product (1.0 means a 100% yield; for example, 0.34 means a 34% yield). (1) The reactants are [CH2:1]([O:8][C:9]1[CH:14]=[CH:13][C:12]([S:15]([N:18]2[CH2:23][CH:22]([OH:24])[CH2:21][CH2:20][CH:19]2[C:25]([OH:27])=[O:26])(=[O:17])=[O:16])=[CH:11][CH:10]=1)[C:2]1[CH:7]=[CH:6][CH:5]=[CH:4][CH:3]=1.[H-].[Na+].I[CH3:31].Cl. The catalyst is C1COCC1.CN1CCCC1=O. The product is [CH2:1]([O:8][C:9]1[CH:10]=[CH:11][C:12]([S:15]([N:18]2[CH2:23][CH:22]([O:24][CH3:31])[CH2:21][CH2:20][CH:19]2[C:25]([OH:27])=[O:26])(=[O:16])=[O:17])=[CH:13][CH:14]=1)[C:2]1[CH:3]=[CH:4][CH:5]=[CH:6][CH:7]=1. The yield is 0.750. (2) The reactants are [CH2:1]([O:8][C:9](=[O:29])[NH:10][CH:11]([C:17](=[O:28])[NH:18][CH2:19][CH2:20][CH:21](OCC)[O:22]CC)[CH:12]([OH:16])[CH:13]([CH3:15])[CH3:14])[C:2]1[CH:7]=[CH:6][CH:5]=[CH:4][CH:3]=1.Cl.C(=O)(O)[O-].[Na+]. The catalyst is O1CCCC1. The product is [CH2:1]([O:8][C:9](=[O:29])[NH:10][CH:11]([C:17](=[O:28])[NH:18][CH2:19][CH2:20][CH:21]=[O:22])[CH:12]([OH:16])[CH:13]([CH3:15])[CH3:14])[C:2]1[CH:7]=[CH:6][CH:5]=[CH:4][CH:3]=1. The yield is 0.930.